This data is from Full USPTO retrosynthesis dataset with 1.9M reactions from patents (1976-2016). The task is: Predict the reactants needed to synthesize the given product. (1) Given the product [C:29]1([C:35]2([C:42]3[CH:43]=[CH:44][CH:45]=[CH:46][CH:47]=3)[CH2:36][C:37]3[C:38](=[C:3]([C:4]([O:6][CH2:7][CH3:8])=[O:5])[NH:1][N:2]=3)[CH:39]=[CH:40]2)[CH:30]=[CH:31][CH:32]=[CH:33][CH:34]=1, predict the reactants needed to synthesize it. The reactants are: [N+:1](=[CH:3][C:4]([O:6][CH2:7][CH3:8])=[O:5])=[N-:2].C([N-]C(C)C)(C)C.[Li+].C([Li])CCC.C(NC(C)C)(C)C.[C:29]1([C:35]2([C:42]3[CH:47]=[CH:46][CH:45]=[CH:44][CH:43]=3)[CH2:40][CH2:39][C:38](=O)[CH:37]=[CH:36]2)[CH:34]=[CH:33][CH:32]=[CH:31][CH:30]=1. (2) Given the product [O:12]=[CH:13][CH2:14][CH2:15][C:16]1[CH:21]=[CH:20][C:19]([CH2:22][C:23]([O:25][CH3:26])=[O:24])=[CH:18][CH:17]=1, predict the reactants needed to synthesize it. The reactants are: CC1(C)N([O])C(C)(C)CCC1.[OH:12][CH2:13][CH2:14][CH2:15][C:16]1[CH:21]=[CH:20][C:19]([CH2:22][C:23]([O:25][CH3:26])=[O:24])=[CH:18][CH:17]=1.[K+].[Br-].[O-]Cl.[Na+]. (3) Given the product [OH:1][C@@H:2]1[C@H:6]([OH:7])[C@@H:5]([CH2:8][OH:9])[O:4][CH:3]1[N:10]1[CH:18]=[N:17][C:16]2[C:11]1=[N:12][C:13]([N:25]1[CH:29]=[C:28]([C:30]([OH:32])=[O:31])[CH:27]=[N:26]1)=[N:14][C:15]=2[NH:19][CH:20]1[CH2:24][CH2:23][CH2:22][CH2:21]1, predict the reactants needed to synthesize it. The reactants are: [OH:1][C@@H:2]1[C@H:6]([OH:7])[C@@H:5]([CH2:8][OH:9])[O:4][CH:3]1[N:10]1[CH:18]=[N:17][C:16]2[C:11]1=[N:12][C:13]([N:25]1[CH:29]=[C:28]([C:30]([O:32]CC)=[O:31])[CH:27]=[N:26]1)=[N:14][C:15]=2[NH:19][CH:20]1[CH2:24][CH2:23][CH2:22][CH2:21]1.O. (4) Given the product [F:1][C:2]([F:38])([F:37])[C:3]1[CH:4]=[C:5]([C:13]2[C:22]([CH3:23])=[C:21]([N:24]3[C:32]4[C:27](=[CH:28][CH:29]=[C:30]([N:39]5[CH2:44][CH2:43][O:42][CH2:41][CH2:40]5)[CH:31]=4)[C:26]([CH3:35])([CH3:34])[CH2:25]3)[C:20]3[C:15](=[CH:16][C:17]([F:36])=[CH:18][CH:19]=3)[N:14]=2)[CH:6]=[C:7]([C:9]([F:12])([F:11])[F:10])[CH:8]=1, predict the reactants needed to synthesize it. The reactants are: [F:1][C:2]([F:38])([F:37])[C:3]1[CH:4]=[C:5]([C:13]2[C:22]([CH3:23])=[C:21]([N:24]3[C:32]4[C:27](=[CH:28][CH:29]=[C:30](I)[CH:31]=4)[C:26]([CH3:35])([CH3:34])[CH2:25]3)[C:20]3[C:15](=[CH:16][C:17]([F:36])=[CH:18][CH:19]=3)[N:14]=2)[CH:6]=[C:7]([C:9]([F:12])([F:11])[F:10])[CH:8]=1.[NH:39]1[CH2:44][CH2:43][O:42][CH2:41][CH2:40]1.C1(P(C2CCCCC2)C2(C(C)C)CC(C(C)C)=CC(C(C)C)=C2C2C=CC=CC=2)CCCCC1.CC(C)([O-])C.[Na+]. (5) Given the product [OH:12][C@H:10]1[O:11][C@H:6]([CH2:5][OH:27])[C@@H:7]([OH:26])[C@H:8]([OH:25])[C@H:9]1[OH:24], predict the reactants needed to synthesize it. The reactants are: O.N.[BH4-].[Na+].[CH2:5]([OH:27])[C@H:6]1[O:11][C@H:10]([O:12][C@H]2[C@H](O)[C@@H](O)[C@H](O)O[C@@H]2CO)[C@H:9]([OH:24])[C@@H:8]([OH:25])[C@@H:7]1[OH:26].C([O-])(=O)C. (6) Given the product [CH2:9]([O:8][C:6](=[O:7])[C:5]([CH2:24][C:25]1[CH:30]=[CH:29][CH:28]=[CH:27][CH:26]=1)([NH:11][C:12]([O:14][C:15]([CH3:17])([CH3:16])[CH3:18])=[O:13])[C:4]([O:3][CH2:1][CH3:2])=[O:19])[CH3:10], predict the reactants needed to synthesize it. The reactants are: [CH2:1]([O:3][C:4](=[O:19])[CH:5]([NH:11][C:12]([O:14][C:15]([CH3:18])([CH3:17])[CH3:16])=[O:13])[C:6]([O:8][CH2:9][CH3:10])=[O:7])[CH3:2].[O-]CC.[Na+].[CH2:24](Br)[C:25]1[CH:30]=[CH:29][CH:28]=[CH:27][CH:26]=1. (7) Given the product [CH3:46][S:47]([OH:50])(=[O:49])=[O:48].[F:44][C:40]1[CH:41]=[CH:42][CH:43]=[C:2]([F:1])[C:3]=1[C:4]([N:6]1[CH2:7][CH2:8][N:9]([C:12]2[N:17]=[CH:16][C:15]([NH:18][C:19]([NH:21][C:22]3[N:23]([C:32]4[CH:37]=[CH:36][C:35]([CH3:38])=[CH:34][CH:33]=4)[N:24]=[C:25]([C:27]([CH3:30])([CH3:31])[CH2:28][F:29])[CH:26]=3)=[O:20])=[CH:14][C:13]=2[CH3:39])[CH2:10][CH2:11]1)=[O:5], predict the reactants needed to synthesize it. The reactants are: [F:1][C:2]1[CH:43]=[CH:42][CH:41]=[C:40]([F:44])[C:3]=1[C:4]([N:6]1[CH2:11][CH2:10][N:9]([C:12]2[N:17]=[CH:16][C:15]([NH:18][C:19]([NH:21][C:22]3[N:23]([C:32]4[CH:37]=[CH:36][C:35]([CH3:38])=[CH:34][CH:33]=4)[N:24]=[C:25]([C:27]([CH3:31])([CH3:30])[CH2:28][F:29])[CH:26]=3)=[O:20])=[CH:14][C:13]=2[CH3:39])[CH2:8][CH2:7]1)=[O:5].F[C:46](F)(F)[S:47]([OH:50])(=[O:49])=[O:48].